From a dataset of Retrosynthesis with 50K atom-mapped reactions and 10 reaction types from USPTO. Predict the reactants needed to synthesize the given product. (1) Given the product CNCCOCCOc1ccc([N+](=O)[O-])cc1, predict the reactants needed to synthesize it. The reactants are: CNC(=O)COCCOc1ccc([N+](=O)[O-])cc1. (2) Given the product O=C(NC1CC(c2ccc(OC(F)(F)F)cc2)CN(C(=O)Oc2ccc([N+](=O)[O-])cc2)C1)c1ccccc1, predict the reactants needed to synthesize it. The reactants are: O=C(Cl)Oc1ccc([N+](=O)[O-])cc1.O=C(NC1CNCC(c2ccc(OC(F)(F)F)cc2)C1)c1ccccc1.